From a dataset of Forward reaction prediction with 1.9M reactions from USPTO patents (1976-2016). Predict the product of the given reaction. (1) The product is: [CH3:1][C:2]1([C:12]([NH2:13])=[O:15])[C:11]2[C:6](=[CH:7][CH:8]=[CH:9][CH:10]=2)[CH2:5][CH2:4][CH2:3]1. Given the reactants [CH3:1][C:2]1([C:12]#[N:13])[C:11]2[C:6](=[CH:7][CH:8]=[CH:9][CH:10]=2)[CH2:5][CH2:4][CH2:3]1.C([O-])([O-])=[O:15].[K+].[K+].OO.O, predict the reaction product. (2) Given the reactants [OH-].[K+].[NH2:3][CH2:4][C:5]([OH:7])=[O:6].[N+:8]([C:11]1[CH:12]=[C:13]([N:17]=[C:18]=[O:19])[CH:14]=[CH:15][CH:16]=1)([O-:10])=[O:9], predict the reaction product. The product is: [N+:8]([C:11]1[CH:12]=[C:13]([NH:17][C:18]([NH:3][CH2:4][C:5]([OH:7])=[O:6])=[O:19])[CH:14]=[CH:15][CH:16]=1)([O-:10])=[O:9].